This data is from Full USPTO retrosynthesis dataset with 1.9M reactions from patents (1976-2016). The task is: Predict the reactants needed to synthesize the given product. (1) Given the product [Br:14][CH2:11][C:10]1[C:9]([O:12][CH3:13])=[CH:8][C:5]([C:6]#[N:7])=[CH:4][C:3]=1[O:2][CH3:1], predict the reactants needed to synthesize it. The reactants are: [CH3:1][O:2][C:3]1[CH:4]=[C:5]([CH:8]=[C:9]([O:12][CH3:13])[C:10]=1[CH3:11])[C:6]#[N:7].[Br:14]N1C(=O)CCC1=O.C(OOC(=O)C1C=CC=CC=1)(=O)C1C=CC=CC=1. (2) Given the product [Cl-:1].[OH:6][CH:3]([CH2:4][OH:5])[CH2:2][N+:8]([CH2:9][CH:10]([O:11][CH2:12][CH2:13][OH:14])[CH3:15])([CH3:16])[CH3:7], predict the reactants needed to synthesize it. The reactants are: [Cl:1][CH2:2][CH:3]([OH:6])[CH2:4][OH:5].[CH3:7][N:8]([CH3:16])[CH2:9][CH:10]([CH3:15])[O:11][CH2:12][CH2:13][OH:14]. (3) Given the product [Cl:1][C:2]1[N:3]=[CH:4][C:5]([CH:6]([OH:7])[C:14]([F:17])([F:16])[F:15])=[CH:8][CH:9]=1, predict the reactants needed to synthesize it. The reactants are: [Cl:1][C:2]1[CH:9]=[CH:8][C:5]([CH:6]=[O:7])=[CH:4][N:3]=1.[F-].[Cs+].C[Si](C)(C)[C:14]([F:17])([F:16])[F:15].Cl. (4) Given the product [Br:1][C:2]1[CH:3]=[C:4]([C:8]2[N:9]=[C:10]([CH:13]([NH2:20])[CH2:14][CH2:15][CH2:16][CH:17]([CH3:18])[CH3:19])[NH:11][CH:12]=2)[CH:5]=[CH:6][CH:7]=1, predict the reactants needed to synthesize it. The reactants are: [Br:1][C:2]1[CH:3]=[C:4]([C:8]2[N:9]=[C:10]([CH:13]([NH:20]C(=O)OC(C)(C)C)[CH2:14][CH2:15][CH2:16][CH:17]([CH3:19])[CH3:18])[NH:11][CH:12]=2)[CH:5]=[CH:6][CH:7]=1. (5) The reactants are: [CH3:1][O:2][C:3]1[CH:4]=[C:5]([CH:31]=[CH:32][C:33]=1[O:34][CH3:35])[CH2:6][CH:7]1[C:16]2[C:11](=[CH:12][C:13]([OH:19])=[C:14]([O:17][CH3:18])[CH:15]=2)[CH2:10][CH2:9][N:8]1[CH2:20][C:21]([NH:23][CH2:24][C:25]1[CH:30]=[CH:29][CH:28]=[CH:27][CH:26]=1)=[O:22].[CH2:36](Br)[CH:37]=[CH2:38]. Given the product [CH3:1][O:2][C:3]1[CH:4]=[C:5]([CH:31]=[CH:32][C:33]=1[O:34][CH3:35])[CH2:6][CH:7]1[C:16]2[C:11](=[CH:12][C:13]([O:19][CH2:38][CH:37]=[CH2:36])=[C:14]([O:17][CH3:18])[CH:15]=2)[CH2:10][CH2:9][N:8]1[CH2:20][C:21]([NH:23][CH2:24][C:25]1[CH:30]=[CH:29][CH:28]=[CH:27][CH:26]=1)=[O:22], predict the reactants needed to synthesize it. (6) Given the product [Br:1][C:2]1[CH:3]=[C:4]2[C:8](=[CH:9][CH:10]=1)[NH:7][C:6](=[O:11])[C:5]12[CH2:13][CH:12]1[C:14]1[NH:22][N:21]=[N:20][N:15]=1, predict the reactants needed to synthesize it. The reactants are: [Br:1][C:2]1[CH:3]=[C:4]2[C:8](=[CH:9][CH:10]=1)[NH:7][C:6](=[O:11])[C:5]12[CH2:13][CH:12]1[C:14]#[N:15].C[Sn]([N:20]=[N+:21]=[N-:22])(C)C. (7) Given the product [Cl:27][C:22]1[CH:21]=[C:20]([NH:19][C:10]2[C:9]3[C:14](=[CH:15][CH:16]=[C:7]([NH:6][CH2:5][C:4]4[CH:3]=[C:2]([NH:1][S:39]([CH3:38])(=[O:41])=[O:40])[CH:30]=[CH:29][CH:28]=4)[CH:8]=3)[N:13]=[CH:12][C:11]=2[C:17]#[N:18])[CH:25]=[CH:24][C:23]=1[F:26], predict the reactants needed to synthesize it. The reactants are: [NH2:1][C:2]1[CH:3]=[C:4]([CH:28]=[CH:29][CH:30]=1)[CH2:5][NH:6][C:7]1[CH:8]=[C:9]2[C:14](=[CH:15][CH:16]=1)[N:13]=[CH:12][C:11]([C:17]#[N:18])=[C:10]2[NH:19][C:20]1[CH:25]=[CH:24][C:23]([F:26])=[C:22]([Cl:27])[CH:21]=1.C(N(CC)CC)C.[CH3:38][S:39](Cl)(=[O:41])=[O:40].